The task is: Predict the reaction yield, written as a fraction of the theoretical maximum amount of product (1.0 means a 100% yield; for example, 0.34 means a 34% yield).. This data is from Reaction yield outcomes from USPTO patents with 853,638 reactions. (1) The reactants are [Br:1][C:2]1[C:6]2[CH:7]=[N:8][C:9]([C:11]([O:13]C)=[O:12])=[CH:10][C:5]=2[N:4]([CH2:15][CH3:16])[CH:3]=1.Cl. The catalyst is CCO.[OH-].[Na+]. The product is [Br:1][C:2]1[C:6]2[CH:7]=[N:8][C:9]([C:11]([OH:13])=[O:12])=[CH:10][C:5]=2[N:4]([CH2:15][CH3:16])[CH:3]=1. The yield is 0.980. (2) The reactants are C[O:2][C:3](=[O:25])[C:4]1[C:5](=[CH:10][C:11]([NH:14][CH2:15][C:16]2[O:17][C:18]3[CH:24]=[CH:23][CH:22]=[CH:21][C:19]=3[CH:20]=2)=[CH:12][CH:13]=1)[C:6]([O:8]C)=[O:7].[OH-].[Na+]. The catalyst is C(O)C. The product is [O:17]1[C:18]2[CH:24]=[CH:23][CH:22]=[CH:21][C:19]=2[CH:20]=[C:16]1[CH2:15][NH:14][C:11]1[CH:10]=[C:5]([C:6]([OH:8])=[O:7])[C:4](=[CH:13][CH:12]=1)[C:3]([OH:25])=[O:2]. The yield is 0.980.